This data is from Peptide-MHC class I binding affinity with 185,985 pairs from IEDB/IMGT. The task is: Regression. Given a peptide amino acid sequence and an MHC pseudo amino acid sequence, predict their binding affinity value. This is MHC class I binding data. (1) The peptide sequence is RVLHEDRFF. The MHC is HLA-B39:01 with pseudo-sequence HLA-B39:01. The binding affinity (normalized) is 0.0847. (2) The peptide sequence is PHYNNPWNT. The binding affinity (normalized) is 0.0847. The MHC is HLA-A30:01 with pseudo-sequence HLA-A30:01.